Dataset: Peptide-MHC class II binding affinity with 134,281 pairs from IEDB. Task: Regression. Given a peptide amino acid sequence and an MHC pseudo amino acid sequence, predict their binding affinity value. This is MHC class II binding data. (1) The peptide sequence is EEGKCGLNSVDSLEH. The MHC is DRB5_0101 with pseudo-sequence DRB5_0101. The binding affinity (normalized) is 0. (2) The peptide sequence is GSDPKKLVLNIKYTR. The MHC is HLA-DQA10101-DQB10501 with pseudo-sequence HLA-DQA10101-DQB10501. The binding affinity (normalized) is 0.